Dataset: Forward reaction prediction with 1.9M reactions from USPTO patents (1976-2016). Task: Predict the product of the given reaction. (1) Given the reactants [F:1][C:2]1[CH:7]=[CH:6][C:5]([C:8]2[S:16][C:15]3[C:14](=[O:17])[N:13]([CH:18]4[CH2:23][CH2:22][N:21](C(OC(C)(C)C)=O)[CH2:20][CH2:19]4)[C:12](=[O:31])[N:11]([CH2:32][C:33]4[O:37][N:36]=[C:35]([CH2:38][O:39][CH3:40])[N:34]=4)[C:10]=3[CH:9]=2)=[C:4]([O:41][CH3:42])[CH:3]=1.[ClH:43], predict the reaction product. The product is: [ClH:43].[F:1][C:2]1[CH:7]=[CH:6][C:5]([C:8]2[S:16][C:15]3[C:14](=[O:17])[N:13]([CH:18]4[CH2:23][CH2:22][NH:21][CH2:20][CH2:19]4)[C:12](=[O:31])[N:11]([CH2:32][C:33]4[O:37][N:36]=[C:35]([CH2:38][O:39][CH3:40])[N:34]=4)[C:10]=3[CH:9]=2)=[C:4]([O:41][CH3:42])[CH:3]=1. (2) Given the reactants C([O-])([O-])=[O:2].[K+].[K+].CC[C@@H]1[C@@H:45]2[CH2:44][C@H:43]([C@@H:42](OC3C4C(=CC=CC=4)C(O[C@@H:42]([C:53]4[CH:62]=CN=[C:59]5[C:54]=4[CH:55]=[C:56](OC)[CH:57]=[CH:58]5)[C@@H:43]4N5C[C@H:50]([CH2:51]C)[C@@H:45](CC5)[CH2:44]4)=NN=3)[C:53]3[CH:62]=CN=[C:55]4[C:54]=3[CH:59]=[C:58](OC)[CH:57]=[CH:56]4)N([CH2:51][CH2:50]2)C1.C1(C(C2C=CC=CC=2)=C)CCCCC1.C(O)(C)(C)C.[OH2:84], predict the reaction product. The product is: [CH:42]1([C@:53]([C:54]2[CH:59]=[CH:58][CH:57]=[CH:56][CH:55]=2)([OH:2])[CH2:62][OH:84])[CH2:51][CH2:50][CH2:45][CH2:44][CH2:43]1. (3) Given the reactants [N:1]1[CH:6]=[CH:5][C:4]([CH3:7])=[CH:3][CH:2]=1.C([Li])CCC.[CH3:13][O:14][C:15]1[CH:16]=[C:17]([CH2:23][CH2:24]I)[CH:18]=[CH:19][C:20]=1[O:21][CH3:22].C1C[O:29]CC1, predict the reaction product. The product is: [C:20]([O-:21])(=[O:29])[CH3:19].[CH3:13][O:14][C:15]1[CH:16]=[C:17]([CH2:23][CH2:24][CH2:7][C:4]2[CH:5]=[CH:6][N:1]=[CH:2][CH:3]=2)[CH:18]=[CH:19][C:20]=1[O:21][CH3:22]. (4) Given the reactants [Br:1][C:2]1[CH:11]=[C:10]2[C:5]([CH2:6][CH2:7][N:8]([CH2:15][C:16]([N:18]([C:27]([CH3:30])([CH3:29])[CH3:28])[CH2:19][CH2:20][C:21]([CH3:26])([CH3:25])[CH2:22][C:23]#[CH:24])=[O:17])[CH:9]2C(O)=O)=[CH:4][C:3]=1[O:31][CH3:32].O.[NH4+].[OH-], predict the reaction product. The product is: [C:27]([N:18]1[CH2:19][CH2:20][C:21]([CH3:25])([CH3:26])[CH2:22][C:23]2[CH:24]=[C:9]3[C:10]4[CH:11]=[C:2]([Br:1])[C:3]([O:31][CH3:32])=[CH:4][C:5]=4[CH2:6][CH2:7][N:8]3[C:15]=2[C:16]1=[O:17])([CH3:30])([CH3:29])[CH3:28]. (5) Given the reactants [CH3:1][O:2][C:3]1[C:12]2[CH2:11][C@@H:10]([NH:13]C(=O)C(F)(F)F)[CH2:9][CH2:8][C:7]=2[C:6]([S:20](Cl)(=[O:22])=[O:21])=[CH:5][CH:4]=1.[Cl:24][C:25]1[CH:26]=[C:27]([CH:29]=[CH:30][C:31]=1[Cl:32])[NH2:28].[OH-].[Na+].[NH4+].[Cl-], predict the reaction product. The product is: [NH2:13][C@H:10]1[CH2:9][CH2:8][C:7]2[C:6]([S:20]([NH:28][C:27]3[CH:29]=[CH:30][C:31]([Cl:32])=[C:25]([Cl:24])[CH:26]=3)(=[O:21])=[O:22])=[CH:5][CH:4]=[C:3]([O:2][CH3:1])[C:12]=2[CH2:11]1. (6) Given the reactants [Cl:1][C:2]1[N:7]=[C:6](Cl)[C:5]([N+:9]([O-:11])=[O:10])=[CH:4][N:3]=1.[Br:12][C:13]1[CH:14]=[CH:15][C:16]([Cl:21])=[C:17]([CH:20]=1)[CH2:18][NH2:19].C(N(C(C)C)CC)(C)C.O, predict the reaction product. The product is: [Br:12][C:13]1[CH:14]=[CH:15][C:16]([Cl:21])=[C:17]([CH:20]=1)[CH2:18][NH:19][C:6]1[C:5]([N+:9]([O-:11])=[O:10])=[CH:4][N:3]=[C:2]([Cl:1])[N:7]=1. (7) Given the reactants [NH:1]1[CH2:6][CH2:5][CH:4]([C:7]2[O:11][N:10]=[C:9]([CH2:12][N:13]([CH2:26][C:27]([F:30])([F:29])[F:28])[C:14]3[CH:21]=[CH:20][C:17]([C:18]#[N:19])=[C:16]([C:22]([F:25])([F:24])[F:23])[CH:15]=3)[N:8]=2)[CH2:3][CH2:2]1.[O:31]1[C:35]([C:36](Cl)=[O:37])=[CH:34][CH:33]=[N:32]1, predict the reaction product. The product is: [O:31]1[C:35]([C:36]([N:1]2[CH2:2][CH2:3][CH:4]([C:7]3[O:11][N:10]=[C:9]([CH2:12][N:13]([CH2:26][C:27]([F:30])([F:28])[F:29])[C:14]4[CH:21]=[CH:20][C:17]([C:18]#[N:19])=[C:16]([C:22]([F:25])([F:24])[F:23])[CH:15]=4)[N:8]=3)[CH2:5][CH2:6]2)=[O:37])=[CH:34][CH:33]=[N:32]1. (8) Given the reactants Cl[C:2]1[N:7]=[N:6][C:5]2[NH:8][CH:9]=[CH:10][C:4]=2[CH:3]=1.C(=O)([O-])[O-].[Cs+].[Cs+].O1[CH2:22][CH2:21]OCC1, predict the reaction product. The product is: [CH3:2][N:7]1[CH:22]=[C:21]([C:2]2[N:7]=[N:6][C:5]3[NH:8][CH:9]=[CH:10][C:4]=3[CH:3]=2)[CH:5]=[N:6]1.